This data is from NCI-60 drug combinations with 297,098 pairs across 59 cell lines. The task is: Regression. Given two drug SMILES strings and cell line genomic features, predict the synergy score measuring deviation from expected non-interaction effect. (1) Drug 1: CCC1(CC2CC(C3=C(CCN(C2)C1)C4=CC=CC=C4N3)(C5=C(C=C6C(=C5)C78CCN9C7C(C=CC9)(C(C(C8N6C=O)(C(=O)OC)O)OC(=O)C)CC)OC)C(=O)OC)O.OS(=O)(=O)O. Drug 2: CC1=C(C=C(C=C1)NC(=O)C2=CC=C(C=C2)CN3CCN(CC3)C)NC4=NC=CC(=N4)C5=CN=CC=C5. Cell line: NCI-H522. Synergy scores: CSS=22.4, Synergy_ZIP=0.203, Synergy_Bliss=-0.408, Synergy_Loewe=-7.74, Synergy_HSA=-0.155. (2) Drug 1: C1=NC2=C(N=C(N=C2N1C3C(C(C(O3)CO)O)O)F)N. Drug 2: CCCCCOC(=O)NC1=NC(=O)N(C=C1F)C2C(C(C(O2)C)O)O. Cell line: MALME-3M. Synergy scores: CSS=0.275, Synergy_ZIP=0.285, Synergy_Bliss=1.54, Synergy_Loewe=-8.15, Synergy_HSA=-4.31.